The task is: Predict the product of the given reaction.. This data is from Forward reaction prediction with 1.9M reactions from USPTO patents (1976-2016). Given the reactants [BrH:1].CC(C)=O.[F:6][C:7]1([F:56])[CH2:12][CH2:11][CH:10]([C:13]2[C:22]3[C@@H:21]([OH:23])[CH2:20][C:19]([CH3:25])([CH3:24])[CH2:18][C:17]=3[N:16]=[C:15]([CH:26]3[CH2:31][CH2:30][N:29]([C:32]4[N:37]=[CH:36][C:35]([O:38][CH2:39][C@H:40]([OH:43])[CH2:41][OH:42])=[CH:34][N:33]=4)[CH2:28][CH2:27]3)[C:14]=2[C@@H:44]([F:55])[C:45]2[CH:50]=[CH:49][C:48]([C:51]([F:54])([F:53])[F:52])=[CH:47][CH:46]=2)[CH2:9][CH2:8]1, predict the reaction product. The product is: [BrH:1].[BrH:1].[F:56][C:7]1([F:6])[CH2:8][CH2:9][CH:10]([C:13]2[C:22]3[C@@H:21]([OH:23])[CH2:20][C:19]([CH3:24])([CH3:25])[CH2:18][C:17]=3[N:16]=[C:15]([CH:26]3[CH2:31][CH2:30][N:29]([C:32]4[N:37]=[CH:36][C:35]([O:38][CH2:39][C@H:40]([OH:43])[CH2:41][OH:42])=[CH:34][N:33]=4)[CH2:28][CH2:27]3)[C:14]=2[C@@H:44]([F:55])[C:45]2[CH:50]=[CH:49][C:48]([C:51]([F:52])([F:54])[F:53])=[CH:47][CH:46]=2)[CH2:11][CH2:12]1.